From a dataset of Full USPTO retrosynthesis dataset with 1.9M reactions from patents (1976-2016). Predict the reactants needed to synthesize the given product. Given the product [Cl:6][C:7]1[CH:26]=[CH:25][C:24]([CH2:27][CH2:28][C@H:29]([OH:32])[CH2:30][O:31][S:2]([CH3:1])(=[O:4])=[O:3])=[CH:23][C:8]=1[C:9]([NH:11][CH2:12][C:13]12[CH2:20][CH:19]3[CH2:18][CH:17]([CH2:16][CH:15]([CH2:21]3)[CH2:14]1)[CH2:22]2)=[O:10], predict the reactants needed to synthesize it. The reactants are: [CH3:1][S:2](Cl)(=[O:4])=[O:3].[Cl:6][C:7]1[CH:26]=[CH:25][C:24]([CH2:27][CH2:28][C@H:29]([OH:32])[CH2:30][OH:31])=[CH:23][C:8]=1[C:9]([NH:11][CH2:12][C:13]12[CH2:22][CH:17]3[CH2:18][CH:19]([CH2:21][CH:15]([CH2:16]3)[CH2:14]1)[CH2:20]2)=[O:10].C(N(CC)CC)C.